From a dataset of Forward reaction prediction with 1.9M reactions from USPTO patents (1976-2016). Predict the product of the given reaction. Given the reactants CC([O-:5])(C)C.[K+].[Br:7][C:8]1[CH:16]=[C:15]2[C:11](CC(=O)[NH:14]2)=[CH:10][CH:9]=1.CI.[Cl-].[NH4+].CO[C:24]([CH3:27])([CH3:26])[CH3:25], predict the reaction product. The product is: [Br:7][C:8]1[CH:16]=[C:15]2[C:11]([C:24]([CH3:25])([CH3:26])[C:27](=[O:5])[NH:14]2)=[CH:10][CH:9]=1.